From a dataset of Peptide-MHC class I binding affinity with 185,985 pairs from IEDB/IMGT. Regression. Given a peptide amino acid sequence and an MHC pseudo amino acid sequence, predict their binding affinity value. This is MHC class I binding data. The peptide sequence is VQTAAAVVF. The MHC is HLA-B57:01 with pseudo-sequence HLA-B57:01. The binding affinity (normalized) is 0.213.